This data is from Drug-target binding data from BindingDB using IC50 measurements. The task is: Regression. Given a target protein amino acid sequence and a drug SMILES string, predict the binding affinity score between them. We predict pIC50 (pIC50 = -log10(IC50 in M); higher means more potent). Dataset: bindingdb_ic50. (1) The compound is CC(C)(C)c1cc(NC(=O)Nc2ccc(Oc3ccnc4[nH]c(=O)cnc34)cc2F)n(-c2cccc(F)c2)n1. The target protein sequence is LQKSPGPQRERKSSSSSEDRNRMKTLGRRDSSDDWEIPDGQITVGQRIGSGSFGTVYKGKWHGDVAVKMLNVTAPTPQQLQAFKNEVGVLRKTRHVNILLFMGYSTKPQLAIVTQWCEGSSLYHHLHIIETKFEMIKLIDIARQTAQGMDYLHAKSIIHRDLKSNNIFLHEDLTVKIGDFGLATEKSRWSGSHQFEQLSGSILWMAPEVIRMQDKNPYSFQSDVYAFGIVLYELMTGQLPYSNINNRDQIIFMVGRGYLSPDLSKVRSNCPKAMKRLMAECLKKKRDERPLFPQILASIELLARSLPKIHRSASEPSLNRAGFQTEDFSLYACASPKTPIQAGGYGAFPVH. The pIC50 is 7.7. (2) The drug is NC(=O)c1c2n(c3c(N4CCN(CCc5ccc(F)c(F)c5)CC4)ncnc13)CCCC2. The target protein (O35379) has sequence MALRSFCSADGSDPLWDWNVTWHTSNPDFTKCFQNTVLTWVPCFYLWSCFPLYFFYLSRHDRGYIQMTHLNKTKTALGFFLWIICWADLFYSFWERSQGVLRAPVLLVSPTLLGITMLLATFLIQLERRKGVQSSGIMLTFWLVALLCALAILRSKIISALKKDAHVDVFRDSTFYLYFTLVLVQLVLSCFSDCSPLFSETVHDRNPCPESSASFLSRITFWWITGMMVHGYRQPLESSDLWSLNKEDTSEEVVPVLVNNWKKECDKSRKQPVRIVYAPPKDPSKPKGSSQLDVNEEVEALIVKSPHKDREPSLFKVLYKTFGPYFLMSFLYKALHDLMMFAGPKILELIINFVNDREAPDWQGYFYTALLFVSACLQTLALHQYFHICFVSGMRIKTAVVGAVYRKALLITNAARKSSTVGEIVNLMSVDAQRFMDLATYINMIWSAPLQVILALYFLWLSLGPSVLAGVAVMILMVPLNAVMAMKTKTYQVAHMKSKD.... The pIC50 is 4.3. (3) The drug is Cc1cccnc1NS(=O)(=O)c1ccc(Oc2ccc(C#N)c(Cl)c2)c(C#N)c1. The target protein (Q96S37) has sequence MAFSELLDLVGGLGRFQVLQTMALMVSIMWLCTQSMLENFSAAVPSHRCWAPLLDNSTAQASILGSLSPEALLAISIPPGPNQRPHQCRRFRQPQWQLLDPNATATSWSEADTEPCVDGWVYDRSIFTSTIVAKWNLVCDSHALKPMAQSIYLAGILVGAAACGPASDRFGRRLVLTWSYLQMAVMGTAAAFAPAFPVYCLFRFLLAFAVAGVMMNTGTLLMEWTAARARPLVMTLNSLGFSFGHGLTAAVAYGVRDWTLLQLVVSVPFFLCFLYSWWLAESARWLLTTGRLDWGLQELWRVAAINGKGAVQDTLTPEVLLSAMREELSMGQPPASLGTLLRMPGLRFRTCISTLCWFAFGFTFFGLALDLQALGSNIFLLQMFIGVVDIPAKMGALLLLSHLGRRPTLAASLLLAGLCILANTLVPHEMGALRSALAVLGLGGVGAAFTCITIYSSELFPTVLRMTAVGLGQMAARGGAILGPLVRLLGVHGPWLPLLV.... The pIC50 is 6.2. (4) The drug is COCCS(=O)(=O)NC(=O)c1cc(N2CCC(COC)CC2)c2c(C(C)C)nn(-c3ccc(F)cc3)c2n1. The target protein sequence is MQRSPLEKASVVSKLFFSWTRPILRKGYRQRLELSDIYQIPSVDSADNLSEKLEREWDRELASKKNPKLINALRRCFFWRFMFYGIFLYLGEVTKAVQPLLLGRIIASYDPDNKEERSIAIYLGIGLCLLFIVRTLLLHPAIFGLHHIGMQMRIAMFSLIYKKTLKLSSRVLDKISIGQLVSLLSNNLNKFDEGLALAHFVWIAPLQVALLMGLIWELLQASAFCGLGFLIVLALFQAGLGRMMMKYRDQRAGKISERLVITSEMIENIQSVKAYCWEEAMEKMIENLRQTELKLTRKAAYVRYFNSSAFFFSGFFVVFLSVLPYALIKGIILRKIFTTISFCIVLRMAVTRQFPWAVQTWYDSLGAINKIQDFLQKQEYKTLEYNLTTTEVVMENVTAFWEEGFGELFEKAKQNNNNRKTSNGDDSLFFSNFSLLGTPVLKDINFKIERGQLLAVAGSTGAGKTSLLMVIMGELEPSEGKIKHSGRISFCSQFSWIMPG.... The pIC50 is 7.0.